Dataset: Reaction yield outcomes from USPTO patents with 853,638 reactions. Task: Predict the reaction yield, written as a fraction of the theoretical maximum amount of product (1.0 means a 100% yield; for example, 0.34 means a 34% yield). (1) The reactants are CO[CH:3](OC)[CH2:4][C:5]1[N:13]=[CH:12][CH:11]=[CH:10][C:6]=1[C:7]([NH2:9])=[O:8].[NH+]1C=CC=CC=1.C1(C)C=CC(S([O-])(=O)=O)=CC=1. The catalyst is C1C=CC=CC=1. The product is [N:13]1[C:5]2[CH:4]=[CH:3][N:9]=[C:7]([OH:8])[C:6]=2[CH:10]=[CH:11][CH:12]=1. The yield is 1.00. (2) The reactants are C([O:3][C:4](=[O:22])[CH:5]=[CH:6][C:7]1[CH:12]=[CH:11][C:10]([C:13]([CH3:16])([CH3:15])[CH3:14])=[CH:9][C:8]=1[O:17][CH2:18][CH2:19][O:20][CH3:21])C.[OH-].[Na+]. The catalyst is CO.O. The product is [C:13]([C:10]1[CH:11]=[CH:12][C:7]([CH:6]=[CH:5][C:4]([OH:22])=[O:3])=[C:8]([O:17][CH2:18][CH2:19][O:20][CH3:21])[CH:9]=1)([CH3:16])([CH3:14])[CH3:15]. The yield is 0.773. (3) The reactants are [C@H:1]1([NH:10][C:11]2[CH:20]=[CH:19][C:18]3[C:13](=[CH:14][CH:15]=[C:16]([NH2:21])[CH:17]=3)[N:12]=2)[C:9]2[C:4](=[CH:5][CH:6]=[CH:7][CH:8]=2)[CH2:3][CH2:2]1.[C:22](OC(=O)C)(=[O:24])[CH3:23]. The catalyst is C(O)(=O)C. The product is [C@H:1]1([NH:10][C:11]2[CH:20]=[CH:19][C:18]3[C:13](=[CH:14][CH:15]=[C:16]([NH:21][C:22](=[O:24])[CH3:23])[CH:17]=3)[N:12]=2)[C:9]2[C:4](=[CH:5][CH:6]=[CH:7][CH:8]=2)[CH2:3][CH2:2]1. The yield is 1.00. (4) The product is [OH:21][C:17]1[CH:16]=[C:15]([C:5]2[N:6]=[C:7]3[C:2]([NH:1][C:67](=[O:66])[N:8]3[CH:9]3[CH2:14][CH2:13][O:12][CH2:11][CH2:10]3)=[C:3]([C:39]([NH2:43])=[O:40])[N:4]=2)[CH:20]=[CH:19][CH:18]=1. The reactants are [NH2:1][C:2]1[C:3]([C:39](OC)=[O:40])=[N:4][C:5]([C:15]2[CH:20]=[CH:19][CH:18]=[C:17]([O:21][Si](C(C)(C)C)(C3C=CC=CC=3)C3C=CC=CC=3)[CH:16]=2)=[N:6][C:7]=1[NH:8][CH:9]1[CH2:14][CH2:13][O:12][CH2:11][CH2:10]1.[NH2:43]C1C(C(OC)=O)=NC(Cl)=NC=1NC1CCOCC1.C([Si](C(C)C)(C(C)C)[O:66][C:67]1C=CC=C([Sn](C)(C)C)C=1)(C)C. The catalyst is CN(C)C=O. The yield is 0.510. (5) No catalyst specified. The product is [CH2:1]([O:4][C:5]1([CH3:35])[CH2:10][CH2:9][N:8]([C:11]2[N:16]3[CH:17]=[C:18]([C:20]4[CH:25]=[CH:24][CH:23]=[C:22]([Br:26])[CH:21]=4)[N:19]=[C:15]3[C:14]([CH3:27])=[C:13]([CH3:28])[C:12]=2[C@H:29]([O:34][C:40]([CH3:73])([CH3:45])[CH3:41])[C:30]([O:32][CH3:33])=[O:31])[CH2:7][CH2:6]1)[CH:2]=[CH2:3]. The yield is 0.210. The reactants are [CH2:1]([O:4][C:5]1([CH3:35])[CH2:10][CH2:9][N:8]([C:11]2[N:16]3[CH:17]=[C:18]([C:20]4[CH:25]=[CH:24][CH:23]=[C:22]([Br:26])[CH:21]=4)[N:19]=[C:15]3[C:14]([CH3:27])=[C:13]([CH3:28])[C:12]=2[C@H:29]([OH:34])[C:30]([O:32][CH3:33])=[O:31])[CH2:7][CH2:6]1)[CH:2]=[CH2:3].C(O[C:40]1([CH3:73])[CH2:45]CN(C2N3C=C(C4C=CC=C(Br)C=4)N=C3C=C(C)C=2[C@H](O[C:40]([CH3:73])([CH3:45])[CH3:41])C(OC)=O)C[CH2:41]1)C=C.